This data is from HIV replication inhibition screening data with 41,000+ compounds from the AIDS Antiviral Screen. The task is: Binary Classification. Given a drug SMILES string, predict its activity (active/inactive) in a high-throughput screening assay against a specified biological target. (1) The molecule is CC1(C)CC[P+](CCCC[P+]2(c3ccccc3)CCC(C)(C)c3ccccc32)(c2ccccc2)c2ccccc21.F[P-](F)(F)(F)(F)F. The result is 0 (inactive). (2) The molecule is COC1C=COC2(C)Oc3c(C)c(O)c4c(O)c(c(C=NN(C)c5ncnc6c5ncn6C5OC(CO)C(O)C5O)c(O)c4c3C2=O)NC(=O)C(C)=CC=CC(C)C(O)C(C)C(O)C(C)C(OC(C)=O)C1C. The result is 0 (inactive). (3) The molecule is CC(C)(C)CC(C)(C)c1ccc(O)c(SSc2cc(C(C)(C)CC(C)(C)C)ccc2O)c1. The result is 0 (inactive). (4) The drug is CN1C(=O)C2(C=CCCC2)c2ccccc21. The result is 0 (inactive). (5) The drug is Cc1nc(O)nc(O)c1Cl. The result is 0 (inactive). (6) The compound is CCCCCCCCCCC(c1ccc(O)c(C(=O)O)c1)c1ccc(O)c(C(=O)O)c1.N. The result is 1 (active). (7) The molecule is Cc1cccc(NC(=O)c2cc3cc(N=Nc4ccc(Br)cc4)ccc3oc2=O)c1. The result is 0 (inactive).